This data is from Experimentally validated miRNA-target interactions with 360,000+ pairs, plus equal number of negative samples. The task is: Binary Classification. Given a miRNA mature sequence and a target amino acid sequence, predict their likelihood of interaction. (1) The miRNA is mmu-miR-340-5p with sequence UUAUAAAGCAAUGAGACUGAUU. The protein sequence of the target gene is MAPPSVFAQVPQAPPVLVFKLTADFRDDPDPRKVNLGVGAYRTDESQPWVLPVVRKVEQKIANDNSLNHEYLPILGLAEFRSCASRLVLGDNSLAIRENRVGGVQSLGGTGALRIGADFLGRWYNGTDNKNTPIYVSSPTWENHNAVFSAAGFKDIRPYCYWDAEKRGLDLQGFLNDLENAPEFSIFVLHACAHNPTGTDPTPEQWKQIAAVMQRRFLFPFFDSAYQGFASGDLEKDAWAIRYFVSEGFELFCAQSFSKNFGLYNERVGNLTVVGKESDSVLRVLSQMEKIVRITWSNPP.... Result: 1 (interaction). (2) The protein sequence of the target gene is MPHRSLRATVVLLLVILKKQPSSSAPLNGSKWTYVGPAGEKNWSKKYPSCGGLLQSPIDLHSDILQYDASLAPLQFQGYNVSVEKLLNLTNDGHSVRLNLNSDMYIQGLQPHHYRAEQLHLHWGNRNDPHGSEHTVSGKHFAAELHIVHYNSDLYPDFSTASDKSEGLAVLAVLIEIGSANPSYDKIFSHLQHVKYKGQQVLIPGFNIEELLPESPGEYYRYEGSLTTPPCYPTVLWTVFRNPVQISQEQLLALETALYFTHMDDPTPREMINNFRQVQKFDERLVYISFRQGLLTDTGL.... Result: 0 (no interaction). The miRNA is cgr-miR-30a-5p with sequence UGUAAACAUCCUCGACUGGAAGC.